From a dataset of Forward reaction prediction with 1.9M reactions from USPTO patents (1976-2016). Predict the product of the given reaction. (1) Given the reactants [NH2:1][C@@H:2]1[CH2:6][CH2:5][N:4]([C:7]2[C:16]3[C:11](=[CH:12][C:13]([CH3:17])=[CH:14][CH:15]=3)[N:10]=[C:9]([C:18]3[C:23]([F:24])=[CH:22][CH:21]=[CH:20][C:19]=3[OH:25])[N:8]=2)[CH2:3]1.[CH:26]1([C:29](O)=[O:30])[CH2:28][CH2:27]1.C(N(CC)CC)C.CN(C(ON1N=NC2C=CC=NC1=2)=[N+](C)C)C.F[P-](F)(F)(F)(F)F, predict the reaction product. The product is: [F:24][C:23]1[CH:22]=[CH:21][CH:20]=[C:19]([OH:25])[C:18]=1[C:9]1[N:8]=[C:7]([N:4]2[CH2:5][CH2:6][C@@H:2]([NH:1][C:29]([CH:26]3[CH2:28][CH2:27]3)=[O:30])[CH2:3]2)[C:16]2[C:11](=[CH:12][C:13]([CH3:17])=[CH:14][CH:15]=2)[N:10]=1. (2) Given the reactants [CH2:1]([O:8][C:9]1[CH:14]=[C:13]([O:15][CH2:16][C:17]2[CH:22]=[CH:21][CH:20]=[CH:19][CH:18]=2)[C:12]([CH:23]([CH3:25])[CH3:24])=[CH:11][C:10]=1[C:26]1[O:30][N:29]=[C:28]([C:31]([NH:33][CH2:34][CH3:35])=[O:32])[C:27]=1[C:36](=[N:38][OH:39])[NH2:37])[C:2]1[CH:7]=[CH:6][CH:5]=[CH:4][CH:3]=1.[O:40]1[CH:44]=[CH:43][CH:42]=[C:41]1[C:45](Cl)=O, predict the reaction product. The product is: [CH2:1]([O:8][C:9]1[CH:14]=[C:13]([O:15][CH2:16][C:17]2[CH:22]=[CH:21][CH:20]=[CH:19][CH:18]=2)[C:12]([CH:23]([CH3:25])[CH3:24])=[CH:11][C:10]=1[C:26]1[O:30][N:29]=[C:28]([C:31]([NH:33][CH2:34][CH3:35])=[O:32])[C:27]=1[C:36]1[N:37]=[C:45]([C:41]2[O:40][CH:44]=[CH:43][CH:42]=2)[O:39][N:38]=1)[C:2]1[CH:7]=[CH:6][CH:5]=[CH:4][CH:3]=1. (3) Given the reactants [CH2:1]([O:8][C:9]1[CH:10]=[C:11]2[C:16](=[CH:17][CH:18]=1)[C:15](=[O:19])[N:14]([CH2:20][CH:21]1[CH2:23][CH2:22]1)[C:13]([CH2:24][N:25]1C(=O)C3C(=CC=CC=3)[C:26]1=[O:35])=[C:12]2[O:36][CH2:37][CH2:38][CH2:39][CH3:40])[C:2]1[CH:7]=[CH:6][CH:5]=[CH:4][CH:3]=1.O.NN.C(=O)([O-])O.[Na+].C(OC([O:51][C:52]([CH3:55])([CH3:54])[CH3:53])=O)([O:51][C:52]([CH3:55])([CH3:54])[CH3:53])=O, predict the reaction product. The product is: [CH2:1]([O:8][C:9]1[CH:10]=[C:11]2[C:16](=[CH:17][CH:18]=1)[C:15](=[O:19])[N:14]([CH2:20][CH:21]1[CH2:22][CH2:23]1)[C:13]([CH2:24][NH:25][C:26](=[O:35])[O:51][C:52]([CH3:55])([CH3:54])[CH3:53])=[C:12]2[O:36][CH2:37][CH2:38][CH2:39][CH3:40])[C:2]1[CH:3]=[CH:4][CH:5]=[CH:6][CH:7]=1. (4) Given the reactants I(O)(=O)(=O)=O.[CH2:6]([N:13]1[CH:18]([CH2:19][OH:20])[CH2:17][O:16][C:15]([CH3:22])([CH3:21])[C:14]1=[O:23])[C:7]1[CH:12]=[CH:11][CH:10]=[CH:9][CH:8]=1.[Cr](Cl)([O-])(=O)=[O:25].[NH+]1C=CC=CC=1, predict the reaction product. The product is: [CH2:6]([N:13]1[C:14](=[O:23])[C:15]([CH3:21])([CH3:22])[O:16][CH2:17][CH:18]1[C:19]([OH:25])=[O:20])[C:7]1[CH:8]=[CH:9][CH:10]=[CH:11][CH:12]=1. (5) Given the reactants [NH2:1][CH2:2][CH2:3][C:4]1[N:8]=[CH:7][NH:6][CH:5]=1.[H-].[Na+].Cl[C:12]1[C:17]([C:18]#[N:19])=[CH:16][N:15]=[C:14]2[S:20][C:21]([C:23]3[CH:28]=[CH:27][CH:26]=[CH:25][CH:24]=3)=[CH:22][C:13]=12.C(OCC)(=O)C, predict the reaction product. The product is: [NH:6]1[CH:5]=[C:4]([CH2:3][CH2:2][NH:1][C:12]2[C:17]([C:18]#[N:19])=[CH:16][N:15]=[C:14]3[S:20][C:21]([C:23]4[CH:24]=[CH:25][CH:26]=[CH:27][CH:28]=4)=[CH:22][C:13]=23)[N:8]=[CH:7]1. (6) Given the reactants Cl[C:2]1[CH:7]=[CH:6][C:5]([N+:8]([O-:10])=[O:9])=[CH:4][CH:3]=1.[CH3:11][NH2:12], predict the reaction product. The product is: [CH3:11][NH:12][C:2]1[CH:7]=[CH:6][C:5]([N+:8]([O-:10])=[O:9])=[CH:4][CH:3]=1. (7) Given the reactants FC(F)(F)C(O)=O.C([O:15][C:16]1[CH:35]=[CH:34][C:19]([CH2:20][NH:21][C:22]([C:24]2[CH:25]=[C:26]3[C:31](=[CH:32][CH:33]=2)[N:30]=[CH:29][CH:28]=[CH:27]3)=[O:23])=[CH:18][CH:17]=1)C1C=CC=CC=1.C(=O)(O)[O-].[Na+], predict the reaction product. The product is: [OH:15][C:16]1[CH:17]=[CH:18][C:19]([CH2:20][NH:21][C:22]([C:24]2[CH:25]=[C:26]3[C:31](=[CH:32][CH:33]=2)[N:30]=[CH:29][CH:28]=[CH:27]3)=[O:23])=[CH:34][CH:35]=1.